From a dataset of Peptide-MHC class II binding affinity with 134,281 pairs from IEDB. Regression. Given a peptide amino acid sequence and an MHC pseudo amino acid sequence, predict their binding affinity value. This is MHC class II binding data. The peptide sequence is RGTIVTRPLMESELV. The MHC is DRB1_0101 with pseudo-sequence DRB1_0101. The binding affinity (normalized) is 0.770.